This data is from Catalyst prediction with 721,799 reactions and 888 catalyst types from USPTO. The task is: Predict which catalyst facilitates the given reaction. (1) Reactant: [Cl:1][C:2]1[CH:3]=[C:4]([CH:15]=[CH:16][C:17]=1[CH2:18][C:19]#[N:20])[C:5]([NH:7][C:8]1[C:13]([OH:14])=[CH:12][CH:11]=[CH:10][N:9]=1)=O. Product: [Cl:1][C:2]1[CH:3]=[C:4]([C:5]2[O:14][C:13]3[C:8]([N:7]=2)=[N:9][CH:10]=[CH:11][CH:12]=3)[CH:15]=[CH:16][C:17]=1[CH2:18][C:19]#[N:20]. The catalyst class is: 265. (2) Reactant: [C:1]([N:8]1[CH2:13][CH2:12][C:11](=[O:14])[CH2:10][CH:9]1[CH3:15])([O:3][C:4]([CH3:7])([CH3:6])[CH3:5])=[O:2].[BH4-].[Na+]. Product: [OH:14][CH:11]1[CH2:12][CH2:13][N:8]([C:1]([O:3][C:4]([CH3:7])([CH3:6])[CH3:5])=[O:2])[CH:9]([CH3:15])[CH2:10]1. The catalyst class is: 5. (3) Reactant: [CH2:1]([O:8][C:9]1[CH:10]=[C:11]2[C:16](=[CH:17][C:18]=1[O:19][CH3:20])[N:15]=[CH:14][N:13]=[C:12]2Cl)[C:2]1[CH:7]=[CH:6][CH:5]=[CH:4][CH:3]=1.[F:22][C:23]1[C:31]([OH:32])=[CH:30][CH:29]=[C:28]2[C:24]=1[CH:25]=[CH:26][NH:27]2.C(=O)([O-])[O-].[K+].[K+]. Product: [CH2:1]([O:8][C:9]1[CH:10]=[C:11]2[C:16](=[CH:17][C:18]=1[O:19][CH3:20])[N:15]=[CH:14][N:13]=[C:12]2[O:32][C:31]1[C:23]([F:22])=[C:24]2[C:28](=[CH:29][CH:30]=1)[NH:27][CH:26]=[CH:25]2)[C:2]1[CH:7]=[CH:6][CH:5]=[CH:4][CH:3]=1. The catalyst class is: 3. (4) Reactant: [Cl:1][C:2]1[C:3]([F:31])=[C:4]([NH:8][C:9]2[C:18]3[C:13](=[CH:14][C:15]([O:29][CH3:30])=[C:16]([CH2:19][N:20]([CH3:28])[C:21]4([C:25]([NH2:27])=[O:26])[CH2:24][NH:23][CH2:22]4)[CH:17]=3)[N:12]=[CH:11][N:10]=2)[CH:5]=[CH:6][CH:7]=1.C(N(C(C)C)CC)(C)C.Cl[CH2:42][CH2:43][OH:44].[I-].[K+]. Product: [Cl:1][C:2]1[C:3]([F:31])=[C:4]([NH:8][C:9]2[C:18]3[C:13](=[CH:14][C:15]([O:29][CH3:30])=[C:16]([CH2:19][N:20]([CH3:28])[C:21]4([C:25]([NH2:27])=[O:26])[CH2:24][N:23]([CH2:42][CH2:43][OH:44])[CH2:22]4)[CH:17]=3)[N:12]=[CH:11][N:10]=2)[CH:5]=[CH:6][CH:7]=1. The catalyst class is: 10.